Dataset: Reaction yield outcomes from USPTO patents with 853,638 reactions. Task: Predict the reaction yield, written as a fraction of the theoretical maximum amount of product (1.0 means a 100% yield; for example, 0.34 means a 34% yield). (1) The product is [C:1]([NH2:8])(=[O:9])[C:2]1[CH:7]=[CH:6][CH:5]=[CH:4][CH:3]=1. The reactants are [C:1](#[N:8])[C:2]1[CH:7]=[CH:6][CH:5]=[CH:4][CH:3]=1.[OH2:9]. The yield is 0.110. No catalyst specified. (2) The reactants are [CH3:1][C:2]1[CH:7]=[C:6]([CH3:8])[NH:5][C:4](=[O:9])[C:3]=1[CH2:10][NH:11][C:12]([C:14]1[CH:19]=[C:18]([C:20]2[CH2:25][CH2:24][N:23](C(OC(C)(C)C)=O)[CH2:22][CH:21]=2)[N:17]=[C:16]2[N:33]([CH:36]([CH3:38])[CH3:37])[N:34]=[CH:35][C:15]=12)=[O:13]. The catalyst is C(Cl)Cl.C(O)(C(F)(F)F)=O. The product is [CH3:1][C:2]1[CH:7]=[C:6]([CH3:8])[NH:5][C:4](=[O:9])[C:3]=1[CH2:10][NH:11][C:12]([C:14]1[C:15]2[CH:35]=[N:34][N:33]([CH:36]([CH3:38])[CH3:37])[C:16]=2[N:17]=[C:18]([C:20]2[CH2:25][CH2:24][NH:23][CH2:22][CH:21]=2)[CH:19]=1)=[O:13]. The yield is 0.664. (3) The reactants are NC(C1CCC(C2SC(C3C=CC(NC(NC4C=C(F)C(F)=CC=4F)=O)=CC=3)=CN=2)CC1)(C)C.ClCC([NH:39][C:40]([CH3:73])([CH3:72])[CH2:41][CH:42]1[CH2:47][CH2:46][CH:45]([C:48]2[S:49][C:50]([C:53]3[CH:58]=[CH:57][C:56]([NH:59][C:60]([NH:62][C:63]4[CH:68]=[C:67]([F:69])[C:66]([F:70])=[CH:65][C:64]=4[F:71])=[O:61])=[CH:55][CH:54]=3)=[CH:51][N:52]=2)[CH2:44][CH2:43]1)=O.NC(N)=S. The catalyst is C(O)(=O)C. The product is [NH2:39][C:40]([CH3:73])([CH3:72])[CH2:41][CH:42]1[CH2:47][CH2:46][CH:45]([C:48]2[S:49][C:50]([C:53]3[CH:58]=[CH:57][C:56]([NH:59][C:60]([NH:62][C:63]4[CH:68]=[C:67]([F:69])[C:66]([F:70])=[CH:65][C:64]=4[F:71])=[O:61])=[CH:55][CH:54]=3)=[CH:51][N:52]=2)[CH2:44][CH2:43]1. The yield is 0.570. (4) The reactants are [CH:1]1[C:13]2[CH:12]([CH2:14][O:15][C:16]([NH:18][CH2:19][CH2:20][C:21]([NH:23][C:24]3[CH:29]=[C:28](/[CH:30]=[CH:31]/[C:32]([O-:34])=[O:33])[CH:27]=[CH:26][C:25]=3/[CH:35]=[CH:36]/[C:37]([O:39]C(C)(C)C)=[O:38])=[O:22])=[O:17])[C:11]3[C:6](=[CH:7][CH:8]=[CH:9][CH:10]=3)[C:5]=2[CH:4]=[CH:3][CH:2]=1.C(O)(C(F)(F)F)=O.C(OCC)(=O)C. The catalyst is C(Cl)Cl. The product is [CH:1]1[C:13]2[CH:12]([CH2:14][O:15][C:16]([NH:18][CH2:19][CH2:20][C:21]([NH:23][C:24]3[CH:29]=[C:28](/[CH:30]=[CH:31]/[C:32]([OH:34])=[O:33])[CH:27]=[CH:26][C:25]=3/[CH:35]=[CH:36]/[C:37]([OH:39])=[O:38])=[O:22])=[O:17])[C:11]3[C:6](=[CH:7][CH:8]=[CH:9][CH:10]=3)[C:5]=2[CH:4]=[CH:3][CH:2]=1. The yield is 0.920. (5) The reactants are [Cl:1][C:2]1[CH:7]=[CH:6][CH:5]=[CH:4][C:3]=1[C:8]#[CH:9].[CH2:10]([Li])CCC.CCCCCC.IC. The catalyst is C1COCC1.CCOC(C)=O. The product is [Cl:1][C:2]1[CH:7]=[CH:6][CH:5]=[CH:4][C:3]=1[C:8]#[C:9][CH3:10]. The yield is 0.980. (6) The reactants are [Mg].[CH:2]1[CH2:6][CH:5]=[CH:4][CH:3]=1.[Ru:7](Cl)(Cl)Cl. The catalyst is C(O)C. The product is [CH-:2]1[CH:6]=[CH:5][CH:4]=[CH:3]1.[CH-:2]1[CH:6]=[CH:5][CH:4]=[CH:3]1.[Ru+2:7]. The yield is 0.930. (7) The reactants are C[O:2][C:3]([CH:5]1[CH2:8][N:7]([C:9](=[O:42])[CH2:10][O:11][C:12]2[C:21]([N:22]3[CH2:28][CH2:27][CH2:26][N:25]([CH2:29][C:30]4[CH:34]=[CH:33][N:32]([C:35]5[CH:40]=[CH:39][CH:38]=[CH:37][CH:36]=5)[N:31]=4)[CH2:24][CH2:23]3)=[C:20]3[C:15]([CH:16]=[CH:17][CH:18]=[N:19]3)=[CH:14][C:13]=2[CH3:41])[CH2:6]1)=[O:4].[OH-].[Na+].Cl. The catalyst is C1COCC1. The product is [CH3:41][C:13]1[CH:14]=[C:15]2[C:20](=[C:21]([N:22]3[CH2:28][CH2:27][CH2:26][N:25]([CH2:29][C:30]4[CH:34]=[CH:33][N:32]([C:35]5[CH:36]=[CH:37][CH:38]=[CH:39][CH:40]=5)[N:31]=4)[CH2:24][CH2:23]3)[C:12]=1[O:11][CH2:10][C:9]([N:7]1[CH2:6][CH:5]([C:3]([OH:4])=[O:2])[CH2:8]1)=[O:42])[N:19]=[CH:18][CH:17]=[CH:16]2. The yield is 0.660.